From a dataset of Reaction yield outcomes from USPTO patents with 853,638 reactions. Predict the reaction yield, written as a fraction of the theoretical maximum amount of product (1.0 means a 100% yield; for example, 0.34 means a 34% yield). (1) The reactants are OCC(C)(C)CCCOCCCCC(C)(C)CO.[CH3:19][C:20]([CH3:50])([CH2:42][O:43]C1CCCCO1)[CH2:21][CH2:22][CH2:23][CH2:24][O:25][CH2:26][CH2:27][CH2:28][CH2:29][CH2:30][C:31]([CH3:41])([CH3:40])[CH2:32][O:33]C1CCCCO1.Cl. The catalyst is CO. The yield is 0.900. The product is [OH:43][CH2:42][C:20]([CH3:50])([CH3:19])[CH2:21][CH2:22][CH2:23][CH2:24][O:25][CH2:26][CH2:27][CH2:28][CH2:29][CH2:30][C:31]([CH3:41])([CH3:40])[CH2:32][OH:33]. (2) The reactants are [N:1]1[CH:6]=[CH:5][CH:4]=[CH:3][C:2]=1[N:7]1[CH2:12][CH2:11][N:10]([CH2:13][C:14]2[NH:18][C:17]3[CH:19]=[CH:20][CH:21]=[CH:22][C:16]=3[N:15]=2)[CH2:9][CH2:8]1.Cl[C:24]([O:26][CH2:27][CH:28]([CH3:30])[CH3:29])=[O:25]. The catalyst is ClCCl. The product is [N:1]1[CH:6]=[CH:5][CH:4]=[CH:3][C:2]=1[N:7]1[CH2:8][CH2:9][N:10]([CH2:13][C:14]2[N:15]([C:24]([O:26][CH2:27][CH:28]([CH3:30])[CH3:29])=[O:25])[C:16]3[CH:22]=[CH:21][CH:20]=[CH:19][C:17]=3[N:18]=2)[CH2:11][CH2:12]1. The yield is 0.490. (3) The reactants are [C:1]([O:5][C:6](=[O:18])[NH:7][C:8]1[CH:13]=[CH:12][C:11](Br)=[CH:10][C:9]=1[O:15][CH2:16][CH3:17])([CH3:4])([CH3:3])[CH3:2].[H-].[K+].C([Li])(C)(C)C.[CH2:26]([Si:29](Cl)([CH3:31])[CH3:30])[CH:27]=[CH2:28].C(OC(=O)NC1C=CC([Si](CC=C)(C)C)=CC=1OC)(C)(C)C. The catalyst is CCCCCC. The product is [C:1]([O:5][C:6](=[O:18])[NH:7][C:8]1[CH:13]=[CH:12][C:11]([Si:29]([CH2:26][CH:27]=[CH2:28])([CH3:31])[CH3:30])=[CH:10][C:9]=1[O:15][CH2:16][CH3:17])([CH3:4])([CH3:3])[CH3:2]. The yield is 0.580. (4) The reactants are [NH2:1][C@@H:2]1[C:11]2[C:6](=[CH:7][CH:8]=[CH:9][CH:10]=2)[C@H:5]([OH:12])[CH2:4][CH2:3]1.[H-].[Na+].F[C:16]1[CH:17]=[CH:18][C:19]2[N:20]([C:22]([N:25]3[CH2:30][CH2:29][C:28]([CH3:42])([O:31][Si:32]([CH:39]([CH3:41])[CH3:40])([CH:36]([CH3:38])[CH3:37])[CH:33]([CH3:35])[CH3:34])[CH2:27][CH2:26]3)=[N:23][N:24]=2)[CH:21]=1. The catalyst is CN(C=O)C.CCOC(C)=O. The product is [CH3:42][C:28]1([O:31][Si:32]([CH:33]([CH3:35])[CH3:34])([CH:39]([CH3:41])[CH3:40])[CH:36]([CH3:38])[CH3:37])[CH2:29][CH2:30][N:25]([C:22]2[N:20]3[CH:21]=[C:16]([O:12][C@H:5]4[C:6]5[C:11](=[CH:10][CH:9]=[CH:8][CH:7]=5)[C@@H:2]([NH2:1])[CH2:3][CH2:4]4)[CH:17]=[CH:18][C:19]3=[N:24][N:23]=2)[CH2:26][CH2:27]1. The yield is 0.510.